From a dataset of Full USPTO retrosynthesis dataset with 1.9M reactions from patents (1976-2016). Predict the reactants needed to synthesize the given product. Given the product [F:1][C:2]1[CH:3]=[C:4]([CH2:5][OH:6])[CH:7]=[C:8]([F:21])[C:9]=1[O:10][C:11]1[CH:12]=[N:13][C:14]([C:17]([F:18])([F:19])[F:20])=[CH:15][CH:16]=1, predict the reactants needed to synthesize it. The reactants are: [F:1][C:2]1[CH:3]=[C:4]([CH:7]=[C:8]([F:21])[C:9]=1[O:10][C:11]1[CH:12]=[N:13][C:14]([C:17]([F:20])([F:19])[F:18])=[CH:15][CH:16]=1)[CH:5]=[O:6].[BH4-].[Na+].[NH4+].[Cl-].